From a dataset of Forward reaction prediction with 1.9M reactions from USPTO patents (1976-2016). Predict the product of the given reaction. The product is: [Cl:14][C:11]1[CH:10]=[CH:9][C:8]([C:4]2([CH:3]([C:15]3[CH:16]=[CH:17][CH:46]=[C:44]([C:45]#[N:49])[CH:22]=3)[CH2:2][NH:1][C:31](=[O:32])[O:33][C:34]([CH3:35])([CH3:36])[CH3:37])[CH2:5][CH2:6][CH2:7]2)=[CH:13][CH:12]=1. Given the reactants [NH2:1][CH2:2][CH:3]([C:15]1[CH:22]=CC=C[C:16]=1[C:17]#N)[C:4]1([C:8]2[CH:13]=[CH:12][C:11]([Cl:14])=[CH:10][CH:9]=2)[CH2:7][CH2:6][CH2:5]1.[C:31](O[C:31]([O:33][C:34]([CH3:37])([CH3:36])[CH3:35])=[O:32])([O:33][C:34]([CH3:37])([CH3:36])[CH3:35])=[O:32].C(N([CH:44]([CH3:46])[CH3:45])C(C)C)C.C(#[N:49])C, predict the reaction product.